Task: Predict the reaction yield, written as a fraction of the theoretical maximum amount of product (1.0 means a 100% yield; for example, 0.34 means a 34% yield).. Dataset: Reaction yield outcomes from USPTO patents with 853,638 reactions (1) The reactants are [C:1]12([N:6](C(OC(C)(C)C)=O)[NH:7]C(OC(C)(C)C)=O)[CH2:5][CH:3]([CH2:4]1)[CH2:2]2.[ClH:22]. The catalyst is C(OCC)(=O)C. The product is [ClH:22].[ClH:22].[C:1]12([NH:6][NH2:7])[CH2:5][CH:3]([CH2:4]1)[CH2:2]2. The yield is 0.950. (2) The reactants are [S:1]([N:11]1[C:19]2[CH:18]=[CH:17][CH:16]=[C:15]([CH:20]=[N:21]O)[C:14]=2[CH:13]=[CH:12]1)([C:4]1[CH:10]=[CH:9][C:7]([CH3:8])=[CH:6][CH:5]=1)(=[O:3])=[O:2].[NH4+].[Cl-]. The catalyst is CCO.[Zn]. The product is [S:1]([N:11]1[C:19]2[C:14](=[C:15]([CH2:20][NH2:21])[CH:16]=[CH:17][CH:18]=2)[CH:13]=[CH:12]1)([C:4]1[CH:5]=[CH:6][C:7]([CH3:8])=[CH:9][CH:10]=1)(=[O:2])=[O:3]. The yield is 1.00.